From a dataset of Forward reaction prediction with 1.9M reactions from USPTO patents (1976-2016). Predict the product of the given reaction. (1) Given the reactants [CH3:1][O:2][C:3](=[O:27])[C:4]1[CH:9]=[CH:8][C:7]([C:10]([C:12]2[C:21]([OH:22])=[CH:20][C:19]3[C:18]([CH3:24])([CH3:23])[CH2:17][CH2:16][C:15]([CH3:26])([CH3:25])[C:14]=3[CH:13]=2)=[O:11])=[CH:6][CH:5]=1.[Br:28][C:29]1[CH:36]=[CH:35][C:32]([CH2:33]Br)=[CH:31][CH:30]=1, predict the reaction product. The product is: [CH3:1][O:2][C:3](=[O:27])[C:4]1[CH:9]=[CH:8][C:7]([C:10]([C:12]2[C:21]([O:22][CH2:33][C:32]3[CH:35]=[CH:36][C:29]([Br:28])=[CH:30][CH:31]=3)=[CH:20][C:19]3[C:18]([CH3:23])([CH3:24])[CH2:17][CH2:16][C:15]([CH3:26])([CH3:25])[C:14]=3[CH:13]=2)=[O:11])=[CH:6][CH:5]=1. (2) The product is: [CH:29]([O:32][C:33]1[CH:34]=[C:35]([C@@H:39]([NH:41][C:20]([C:16]2[CH:15]=[C:14]3[C:19](=[CH:18][CH:17]=2)[N:11]([CH2:10][C:9]2[CH:8]=[C:7]([CH:27]=[CH:26][CH:25]=2)[O:6][C@@H:4]([CH3:5])[C:3]([O:2][CH3:1])=[O:28])[C:12]([CH3:24])=[C:13]3[CH3:23])=[O:22])[CH3:40])[CH:36]=[CH:37][CH:38]=1)([CH3:31])[CH3:30]. Given the reactants [CH3:1][O:2][C:3](=[O:28])[C@@H:4]([O:6][C:7]1[CH:8]=[C:9]([CH:25]=[CH:26][CH:27]=1)[CH2:10][N:11]1[C:19]2[C:14](=[CH:15][C:16]([C:20]([OH:22])=O)=[CH:17][CH:18]=2)[C:13]([CH3:23])=[C:12]1[CH3:24])[CH3:5].[CH:29]([O:32][C:33]1[CH:34]=[C:35]([C@@H:39]([NH2:41])[CH3:40])[CH:36]=[CH:37][CH:38]=1)([CH3:31])[CH3:30].CCN(C(C)C)C(C)C.CN(C(ON1N=NC2C=CC=NC1=2)=[N+](C)C)C.F[P-](F)(F)(F)(F)F, predict the reaction product. (3) Given the reactants C(OC(=O)[NH:7][CH:8]1[CH2:13][CH2:12][N:11]([CH2:14][C@@H:15]([N:17]2[CH2:22][CH2:21][CH:20]([OH:23])[CH2:19][CH2:18]2)[CH3:16])[CH2:10][CH2:9]1)(C)(C)C.[ClH:25].O1CCOCC1.Cl.Cl.Cl.CC1CCN(CCN2CCC(N)CC2)CC1, predict the reaction product. The product is: [ClH:25].[ClH:25].[ClH:25].[NH2:7][CH:8]1[CH2:9][CH2:10][N:11]([CH2:14][C@@H:15]([N:17]2[CH2:18][CH2:19][CH:20]([OH:23])[CH2:21][CH2:22]2)[CH3:16])[CH2:12][CH2:13]1. (4) Given the reactants [CH3:1][NH:2][C:3]([C:5]1[C:9]2[C:10]([CH3:33])([CH3:32])[CH2:11][C:12]3[CH:13]=[N:14][C:15]([NH:18][C:19]4[CH:24]=[CH:23][C:22]([N:25]5[CH2:30][CH2:29][N:28]([CH3:31])[CH2:27][CH2:26]5)=[CH:21][CH:20]=4)=[N:16][C:17]=3[C:8]=2[N:7]([CH3:34])[N:6]=1)=[O:4].CO.[Cl:37]CCl, predict the reaction product. The product is: [ClH:37].[ClH:37].[ClH:37].[CH3:1][NH:2][C:3]([C:5]1[C:9]2[C:10]([CH3:32])([CH3:33])[CH2:11][C:12]3[CH:13]=[N:14][C:15]([NH:18][C:19]4[CH:20]=[CH:21][C:22]([N:25]5[CH2:30][CH2:29][N:28]([CH3:31])[CH2:27][CH2:26]5)=[CH:23][CH:24]=4)=[N:16][C:17]=3[C:8]=2[N:7]([CH3:34])[N:6]=1)=[O:4]. (5) Given the reactants [H-].[Na+].[Cl:3][C:4]1[C:12]2[NH:11][C:10]3[CH2:13][CH2:14][N:15]([C:18]([O:20][C:21]([CH3:24])([CH3:23])[CH3:22])=[O:19])[CH2:16][CH2:17][C:9]=3[C:8]=2[CH:7]=[CH:6][C:5]=1[Cl:25].Br[CH2:27][C:28]([O:30][CH2:31][CH3:32])=[O:29], predict the reaction product. The product is: [Cl:3][C:4]1[C:12]2[N:11]([CH2:27][C:28]([O:30][CH2:31][CH3:32])=[O:29])[C:10]3[CH2:13][CH2:14][N:15]([C:18]([O:20][C:21]([CH3:22])([CH3:24])[CH3:23])=[O:19])[CH2:16][CH2:17][C:9]=3[C:8]=2[CH:7]=[CH:6][C:5]=1[Cl:25].